This data is from Full USPTO retrosynthesis dataset with 1.9M reactions from patents (1976-2016). The task is: Predict the reactants needed to synthesize the given product. (1) Given the product [Br:1][C:2]1[CH:7]=[CH:6][C:5]([C:8]2([C:2]3[CH:7]=[CH:6][C:5]([Cl:15])=[CH:4][CH:3]=3)[CH2:13][CH2:12][NH:11][CH2:10][CH2:9]2)=[CH:4][CH:3]=1, predict the reactants needed to synthesize it. The reactants are: [Br:1][C:2]1[CH:7]=[CH:6][C:5]([C:8]2(O)[CH2:13][CH2:12][NH:11][CH2:10][CH2:9]2)=[CH:4][CH:3]=1.[Cl-:15].[Al+3].[Cl-].[Cl-]. (2) Given the product [CH:15]1[C:14]([C:10]2[C:11](=[O:13])[C:8]3[CH:7]=[CH:6][C:4]([OH:5])=[CH:3][C:1]=3[O:2][CH:29]=2)=[CH:19][CH:28]=[C:27]([OH:26])[CH:16]=1, predict the reactants needed to synthesize it. The reactants are: [C:1]1([CH:8]=[CH:7][CH:6]=[C:4]([OH:5])[CH:3]=1)[OH:2].O[CH:10]([C:14]1[CH:19]=CC=[CH:16][CH:15]=1)[C:11]([OH:13])=O.B(F)(F)F.CC[O:26][CH2:27][CH3:28].[CH3:29]S(Cl)(=O)=O. (3) Given the product [CH2:1]([C@H:3]1[C@@H:7]([NH:8][C:9]2[C:14]([N+:15]([O-:17])=[O:16])=[CH:13][N:12]=[C:11]3[N:18]([S:37]([C:34]4[CH:35]=[CH:36][C:31]([CH3:30])=[CH:32][CH:33]=4)(=[O:39])=[O:38])[CH:19]=[CH:20][C:10]=23)[CH2:6][C@@H:5]([NH:21][S:22]([CH:25]2[CH2:27][CH2:26]2)(=[O:24])=[O:23])[CH2:4]1)[CH3:2], predict the reactants needed to synthesize it. The reactants are: [CH2:1]([C@H:3]1[C@@H:7]([NH:8][C:9]2[C:14]([N+:15]([O-:17])=[O:16])=[CH:13][N:12]=[C:11]3[NH:18][CH:19]=[CH:20][C:10]=23)[CH2:6][C@@H:5]([NH:21][S:22]([CH:25]2[CH2:27][CH2:26]2)(=[O:24])=[O:23])[CH2:4]1)[CH3:2].[H-].[Na+].[CH3:30][C:31]1[CH:36]=[CH:35][C:34]([S:37](Cl)(=[O:39])=[O:38])=[CH:33][CH:32]=1. (4) Given the product [C:11]([O:15][C:16](=[O:35])[N:17]([C:27]1[CH:32]=[CH:31][C:30]([CH:33]([C:10]2[C:4]3[C:5](=[N:6][CH:7]=[C:2]([Cl:1])[CH:3]=3)[NH:8][CH:9]=2)[OH:34])=[CH:29][N:28]=1)[CH2:18][C:19]1[CH:20]=[N:21][C:22]([O:25][CH3:26])=[CH:23][CH:24]=1)([CH3:14])([CH3:12])[CH3:13], predict the reactants needed to synthesize it. The reactants are: [Cl:1][C:2]1[CH:3]=[C:4]2[CH:10]=[CH:9][NH:8][C:5]2=[N:6][CH:7]=1.[C:11]([O:15][C:16](=[O:35])[N:17]([C:27]1[CH:32]=[CH:31][C:30]([CH:33]=[O:34])=[CH:29][N:28]=1)[CH2:18][C:19]1[CH:20]=[N:21][C:22]([O:25][CH3:26])=[CH:23][CH:24]=1)([CH3:14])([CH3:13])[CH3:12].COC1N=CC(C=O)=CC=1.[OH-].[K+]. (5) Given the product [F:1][C:2]1[CH:3]=[C:4]([C:9]2[S:13][N:12]=[C:11]([NH2:14])[N:10]=2)[CH:5]=[CH:6][C:7]=1[F:8], predict the reactants needed to synthesize it. The reactants are: [F:1][C:2]1[CH:3]=[C:4]([C:9]2[S:13][N:12]=[C:11]([N:14]=CN(C)C)[N:10]=2)[CH:5]=[CH:6][C:7]=1[F:8].C1(C)C=CC(S(O)(=O)=O)=CC=1. (6) The reactants are: [Cl:1][C:2]1[CH:3]=[N:4][C:5]2[N:6]([N:8]=[C:9]([C:11]([OH:13])=O)[CH:10]=2)[CH:7]=1.[N:14]1([C:20]2[CH:21]=[CH:22][CH:23]=[C:24]3[C:29]=2[CH2:28][NH:27][CH2:26][CH2:25]3)[CH2:19][CH2:18][O:17][CH2:16][CH2:15]1. Given the product [Cl:1][C:2]1[CH:3]=[N:4][C:5]2[N:6]([N:8]=[C:9]([C:11]([N:27]3[CH2:26][CH2:25][C:24]4[C:29](=[C:20]([N:14]5[CH2:19][CH2:18][O:17][CH2:16][CH2:15]5)[CH:21]=[CH:22][CH:23]=4)[CH2:28]3)=[O:13])[CH:10]=2)[CH:7]=1, predict the reactants needed to synthesize it.